Dataset: Full USPTO retrosynthesis dataset with 1.9M reactions from patents (1976-2016). Task: Predict the reactants needed to synthesize the given product. (1) Given the product [ClH:53].[ClH:53].[CH3:7][NH:6][CH2:10][CH2:11][NH:12][C:13]([NH:15][C:16]1[CH:21]=[CH:20][C:19]([CH3:22])=[C:18]([CH:23]2[CH2:24][CH2:25][N:26]([CH2:29][C:30]3[CH:35]=[CH:34][C:33]([O:36][C:37]4[CH:42]=[C:41]([F:43])[C:40]([F:44])=[CH:39][C:38]=4[F:45])=[CH:32][CH:31]=3)[CH2:27][CH2:28]2)[CH:17]=1)=[O:14], predict the reactants needed to synthesize it. The reactants are: C(O[N:6]([CH2:10][CH2:11][NH:12][C:13]([NH:15][C:16]1[CH:21]=[CH:20][C:19]([CH3:22])=[C:18]([CH:23]2[CH2:28][CH2:27][N:26]([CH2:29][C:30]3[CH:35]=[CH:34][C:33]([O:36][C:37]4[CH:42]=[C:41]([F:43])[C:40]([F:44])=[CH:39][C:38]=4[F:45])=[CH:32][CH:31]=3)[CH2:25][CH2:24]2)[CH:17]=1)=[O:14])[C:7](C)=O)(C)(C)C.FC(F)(F)C(O)=O.[ClH:53]. (2) Given the product [F:18][C:19]1[CH:24]=[CH:23][C:22]([C@H:25]([NH:27][C@H:13]2[CH2:14][CH2:15][C@@H:11]([C:8]3[CH:7]=[N:6][C:5]([S:2]([CH3:1])(=[O:4])=[O:3])=[N:10][CH:9]=3)[CH2:12]2)[CH3:26])=[CH:21][C:20]=1[O:28][CH3:29], predict the reactants needed to synthesize it. The reactants are: [CH3:1][S:2]([C:5]1[N:10]=[CH:9][C:8]([C@@H:11]2[CH2:15][CH2:14][C:13](=O)[CH2:12]2)=[CH:7][N:6]=1)(=[O:4])=[O:3].Cl.[F:18][C:19]1[CH:24]=[CH:23][C:22]([C@H:25]([NH2:27])[CH3:26])=[CH:21][C:20]=1[O:28][CH3:29]. (3) Given the product [CH:1]1([NH:6][C:21]2[N:16]3[N:15]=[C:14]([CH2:25][CH:26]([CH3:28])[CH3:27])[C:13]([C:11]4[CH:10]=[CH:9][N:8]=[C:7]([NH:6][CH:1]5[CH2:5][CH2:4][CH2:3][CH2:2]5)[N:12]=4)=[C:17]3[CH:18]=[CH:19][CH:20]=2)[CH2:5][CH2:4][CH2:3][CH2:2]1, predict the reactants needed to synthesize it. The reactants are: [CH:1]1([NH:6][C:7]2[N:12]=[C:11]([C:13]3[C:14]([CH2:25][CH:26]([CH3:28])[CH3:27])=[N:15][N:16]4[C:21](S(C)=O)=[CH:20][CH:19]=[CH:18][C:17]=34)[CH:10]=[CH:9][N:8]=2)[CH2:5][CH2:4][CH2:3][CH2:2]1. (4) Given the product [CH3:1][O:2][C:3]1[CH:4]=[C:5]2[C:10](=[CH:11][C:12]=1[O:13][CH3:14])[N:9]=[CH:8][CH:7]=[C:6]2[O:15][C:16]1[CH:22]=[CH:21][C:19]([NH:20][C:32]([NH:44][CH2:43][CH2:42][N:36]2[CH2:41][CH2:40][CH2:39][CH2:38][CH2:37]2)=[S:33])=[C:18]([CH3:23])[C:17]=1[CH3:24], predict the reactants needed to synthesize it. The reactants are: [CH3:1][O:2][C:3]1[CH:4]=[C:5]2[C:10](=[CH:11][C:12]=1[O:13][CH3:14])[N:9]=[CH:8][CH:7]=[C:6]2[O:15][C:16]1[CH:22]=[CH:21][C:19]([NH2:20])=[C:18]([CH3:23])[C:17]=1[CH3:24].C(N(CC)CC)C.[C:32](Cl)(Cl)=[S:33].[N:36]1([CH2:42][CH2:43][NH2:44])[CH2:41][CH2:40][CH2:39][CH2:38][CH2:37]1. (5) Given the product [NH2:9][CH2:10][C:11]1([CH3:12])[CH2:15][N:16]2[CH2:4][CH2:3][CH2:2][C:1]2=[N:14][CH2:13]1, predict the reactants needed to synthesize it. The reactants are: [C:1]1(=O)O[CH2:4][CH2:3][CH2:2]1.[Cl-].[NH4+].[NH2:9][CH2:10][C:11]([CH2:15][NH2:16])([CH2:13][NH2:14])[CH3:12].